Dataset: Full USPTO retrosynthesis dataset with 1.9M reactions from patents (1976-2016). Task: Predict the reactants needed to synthesize the given product. (1) Given the product [CH2:23]([N:25]1[C:29]2=[N:30][C:31]([CH2:54][CH3:55])=[C:32]([CH2:41][NH:42][C:43]([C:45]3[CH:53]=[CH:52][CH:51]=[C:47]([C:48]([NH:22][CH2:21][C:17]4[CH:16]=[C:15]([C:11]5[CH:12]=[CH:13][CH:14]=[C:9]([CH2:8][CH:5]6[CH2:6][CH2:7][N:2]([CH3:1])[CH2:3][CH2:4]6)[CH:10]=5)[CH:20]=[CH:19][CH:18]=4)=[O:49])[CH:46]=3)=[O:44])[C:33]([NH:34][CH:35]3[CH2:40][CH2:39][O:38][CH2:37][CH2:36]3)=[C:28]2[CH:27]=[N:26]1)[CH3:24], predict the reactants needed to synthesize it. The reactants are: [CH3:1][N:2]1[CH2:7][CH2:6][CH:5]([CH2:8][C:9]2[CH:10]=[C:11]([C:15]3[CH:20]=[CH:19][CH:18]=[C:17]([CH2:21][NH2:22])[CH:16]=3)[CH:12]=[CH:13][CH:14]=2)[CH2:4][CH2:3]1.[CH2:23]([N:25]1[C:29]2=[N:30][C:31]([CH2:54][CH3:55])=[C:32]([CH2:41][NH:42][C:43]([C:45]3[CH:46]=[C:47]([CH:51]=[CH:52][CH:53]=3)[C:48](O)=[O:49])=[O:44])[C:33]([NH:34][CH:35]3[CH2:40][CH2:39][O:38][CH2:37][CH2:36]3)=[C:28]2[CH:27]=[N:26]1)[CH3:24].CN(C(ON1N=NC2C=CC=CC1=2)=[N+](C)C)C.F[P-](F)(F)(F)(F)F. (2) Given the product [C:14]1([CH2:20][C@H:21]([NH:33][C:11]([C:9]2[NH:8][C:5]3=[CH:6][N:7]=[C:2]([Cl:1])[CH:3]=[C:4]3[CH:10]=2)=[O:13])[C:22]2([C:27]3[CH:28]=[CH:29][CH:30]=[CH:31][CH:32]=3)[O:26][CH2:25][CH2:24][O:23]2)[CH:15]=[CH:16][CH:17]=[CH:18][CH:19]=1, predict the reactants needed to synthesize it. The reactants are: [Cl:1][C:2]1[CH:3]=[C:4]2[CH:10]=[C:9]([C:11]([OH:13])=O)[NH:8][C:5]2=[CH:6][N:7]=1.[C:14]1([CH2:20][C@H:21]([NH2:33])[C:22]2([C:27]3[CH:32]=[CH:31][CH:30]=[CH:29][CH:28]=3)[O:26][CH2:25][CH2:24][O:23]2)[CH:19]=[CH:18][CH:17]=[CH:16][CH:15]=1.C1C=CC2N(O)N=NC=2C=1.CCN(C(C)C)C(C)C.CCN=C=NCCCN(C)C. (3) Given the product [CH:15]1([N:14]([CH:11]2[CH2:12][CH2:13][NH:8][CH2:9][CH2:10]2)[C:18]([C:20]2[CH:25]=[N:24][C:23]([C:32]3[CH:33]=[CH:34][C:29]([C:27]#[N:28])=[C:30]([F:38])[CH:31]=3)=[N:22][CH:21]=2)=[O:19])[CH2:16][CH2:17]1, predict the reactants needed to synthesize it. The reactants are: C(OC([N:8]1[CH2:13][CH2:12][CH:11]([N:14]([C:18]([C:20]2[CH:21]=[N:22][C:23](Cl)=[N:24][CH:25]=2)=[O:19])[CH:15]2[CH2:17][CH2:16]2)[CH2:10][CH2:9]1)=O)(C)(C)C.[C:27]([C:29]1[CH:34]=[CH:33][C:32](B(O)O)=[CH:31][C:30]=1[F:38])#[N:28]. (4) Given the product [O:4]1[C:12]2[CH:11]=[CH:10][N:9]=[C:8]([N:13]3[CH2:18][CH2:17][N:16]([CH2:19][CH2:20][C@H:21]4[CH2:26][CH2:25][C@H:24]([NH:27][C:38]([C:31]5[C:32]6[C:37](=[CH:36][CH:35]=[CH:34][CH:33]=6)[N:28]=[CH:29][CH:30]=5)=[O:39])[CH2:23][CH2:22]4)[CH2:15][CH2:14]3)[C:7]=2[CH2:6][CH2:5]1, predict the reactants needed to synthesize it. The reactants are: Cl.Cl.Cl.[O:4]1[C:12]2[CH:11]=[CH:10][N:9]=[C:8]([N:13]3[CH2:18][CH2:17][N:16]([CH2:19][CH2:20][C@H:21]4[CH2:26][CH2:25][C@H:24]([NH2:27])[CH2:23][CH2:22]4)[CH2:15][CH2:14]3)[C:7]=2[CH2:6][CH2:5]1.[N:28]1[C:37]2[C:32](=[CH:33][CH:34]=[CH:35][CH:36]=2)[C:31]([C:38](O)=[O:39])=[CH:30][CH:29]=1.